This data is from Peptide-MHC class I binding affinity with 185,985 pairs from IEDB/IMGT. The task is: Regression. Given a peptide amino acid sequence and an MHC pseudo amino acid sequence, predict their binding affinity value. This is MHC class I binding data. The peptide sequence is DIMTSTRTII. The MHC is HLA-A02:06 with pseudo-sequence HLA-A02:06. The binding affinity (normalized) is 0.285.